From a dataset of Catalyst prediction with 721,799 reactions and 888 catalyst types from USPTO. Predict which catalyst facilitates the given reaction. (1) Reactant: [Br:1]Br.[OH:3][C:4]1[C:14]2[CH2:13][CH2:12][N:11]([C:15](=[O:20])[C:16]([F:19])([F:18])[F:17])[CH2:10][CH2:9][C:8]=2[CH:7]=[CH:6][CH:5]=1. Product: [Br:1][C:7]1[C:8]2[CH2:9][CH2:10][N:11]([C:15](=[O:20])[C:16]([F:19])([F:17])[F:18])[CH2:12][CH2:13][C:14]=2[C:4]([OH:3])=[CH:5][CH:6]=1. The catalyst class is: 10. (2) Reactant: [NH2:1][C:2]1[CH:6]=[C:5]([C:7]2[CH:12]=[CH:11][N:10]=[CH:9][CH:8]=2)[S:4][C:3]=1[C:13]([NH2:15])=[O:14].O=[C:17]1[CH2:22][CH2:21][N:20]([C:23]([O:25][CH2:26][C:27]2[CH:32]=[CH:31][CH:30]=[CH:29][CH:28]=2)=[O:24])[CH2:19][CH2:18]1.O.C1(C)C=CC(S(O)(=O)=O)=CC=1.C1(C)C=CC=CC=1. Product: [O:14]=[C:13]1[NH:15][C:17]2([CH2:22][CH2:21][N:20]([C:23]([O:25][CH2:26][C:27]3[CH:28]=[CH:29][CH:30]=[CH:31][CH:32]=3)=[O:24])[CH2:19][CH2:18]2)[NH:1][C:2]2[CH:6]=[C:5]([C:7]3[CH:8]=[CH:9][N:10]=[CH:11][CH:12]=3)[S:4][C:3]1=2. The catalyst class is: 15. (3) Reactant: [CH:1]([C:3]1[CH:18]=[CH:17][C:6]([O:7][C:8]2[N:9]=[CH:10][C:11]([C:14]([NH2:16])=[O:15])=[N:12][CH:13]=2)=[C:5]([CH3:19])[CH:4]=1)=O.[F:20][C:21]1[CH:26]=[CH:25][C:24]([CH2:27][CH2:28][NH2:29])=[CH:23][CH:22]=1.[BH4-].[Na+]. Product: [F:20][C:21]1[CH:26]=[CH:25][C:24]([CH2:27][CH2:28][NH:29][CH2:1][C:3]2[CH:18]=[CH:17][C:6]([O:7][C:8]3[N:9]=[CH:10][C:11]([C:14]([NH2:16])=[O:15])=[N:12][CH:13]=3)=[C:5]([CH3:19])[CH:4]=2)=[CH:23][CH:22]=1. The catalyst class is: 5. (4) Reactant: Br[C:2]1[N:3]([C:13]2[N:14]=[C:15]([I:21])[N:16]=[C:17]([NH2:20])[C:18]=2[N:19]=1)[C@@H:4]1[O:12][C@H:9]([CH2:10][OH:11])[C@@H:7]([OH:8])[C@H:5]1[OH:6].[CH2:22]([NH2:25])[CH2:23][CH3:24].CO. Product: [I:21][C:15]1[N:16]=[C:17]([NH2:20])[C:18]2[N:19]=[C:2]([NH:25][CH2:22][CH2:23][CH3:24])[N:3]([C:13]=2[N:14]=1)[C@@H:4]1[O:12][C@H:9]([CH2:10][OH:11])[C@@H:7]([OH:8])[C@H:5]1[OH:6]. The catalyst class is: 2. (5) Reactant: [CH:1]([C:4]1[N:8]2[CH:9]=[C:10]([O:13][C@@H:14]3[C:23]4[C:18](=[CH:19][CH:20]=[CH:21][CH:22]=4)[C@@H:17]([NH2:24])[CH2:16][CH2:15]3)[CH:11]=[CH:12][C:7]2=[N:6][N:5]=1)([CH3:3])[CH3:2].CCN(C(C)C)C(C)C.[N+](C1C=CC([O:43][C:44](=O)[NH:45][CH:46]2[CH2:48][CH2:47]2)=CC=1)([O-])=O. Product: [CH:46]1([NH:45][C:44]([NH:24][C@@H:17]2[C:18]3[C:23](=[CH:22][CH:21]=[CH:20][CH:19]=3)[C@@H:14]([O:13][C:10]3[CH:11]=[CH:12][C:7]4[N:8]([C:4]([CH:1]([CH3:3])[CH3:2])=[N:5][N:6]=4)[CH:9]=3)[CH2:15][CH2:16]2)=[O:43])[CH2:48][CH2:47]1. The catalyst class is: 1. (6) Reactant: [Br:1][C:2]1[CH:3]=[C:4]([CH:15]=[CH:16][CH:17]=1)[O:5][CH2:6][C:7]1[O:11][N:10]=[C:9]([C:12]([OH:14])=O)[CH:8]=1.C(N(CC)CC)C.Cl.C(N=C=NCCCN(C)C)C.ON1C2C=CC=CC=2N=N1.[O:47]1[CH2:52][CH2:51][CH:50]([CH2:53][NH2:54])[CH2:49][CH2:48]1. Product: [O:47]1[CH2:52][CH2:51][CH:50]([CH2:53][NH:54][C:12]([C:9]2[CH:8]=[C:7]([CH2:6][O:5][C:4]3[CH:15]=[CH:16][CH:17]=[C:2]([Br:1])[CH:3]=3)[O:11][N:10]=2)=[O:14])[CH2:49][CH2:48]1. The catalyst class is: 408. (7) Reactant: Cl[C:2]1[C:7]([C:8]2[O:9][C:10]([CH:13]3[CH2:15][CH2:14]3)=[N:11][N:12]=2)=[CH:6][N:5]=[C:4]([S:16][CH3:17])[N:3]=1.C([N:20](CC)CC)C.C(Cl)(Cl)Cl. Product: [NH2:20][C:2]1[C:7]([C:8]2[O:9][C:10]([CH:13]3[CH2:15][CH2:14]3)=[N:11][N:12]=2)=[CH:6][N:5]=[C:4]([S:16][CH3:17])[N:3]=1. The catalyst class is: 1. (8) Reactant: O.[OH-].[Li+].C[O:5][C:6]([C@@H:8]1[CH2:12][C:11]([F:14])([F:13])[CH2:10][N:9]1[C:15]([O:17][C:18]([CH3:21])([CH3:20])[CH3:19])=[O:16])=[O:7].C(#N)C. Product: [C:18]([O:17][C:15]([N:9]1[CH2:10][C:11]([F:13])([F:14])[CH2:12][C@H:8]1[C:6]([OH:7])=[O:5])=[O:16])([CH3:21])([CH3:19])[CH3:20]. The catalyst class is: 6. (9) Reactant: [H-].[Al+3].[Li+].[H-].[H-].[H-].[CH2:7]([O:18][C:19]1[CH:20]=[C:21]([CH:26]=[CH:27][CH:28]=1)[C:22](OC)=[O:23])[CH2:8][CH2:9]/[CH:10]=[CH:11]\[CH2:12][CH2:13][CH2:14][CH2:15][CH2:16][CH3:17]. Product: [CH2:7]([O:18][C:19]1[CH:20]=[C:21]([CH:26]=[CH:27][CH:28]=1)[CH2:22][OH:23])[CH2:8][CH2:9]/[CH:10]=[CH:11]\[CH2:12][CH2:13][CH2:14][CH2:15][CH2:16][CH3:17]. The catalyst class is: 316. (10) Reactant: [F:1][C:2]([F:16])([F:15])[O:3][C:4]1[CH:9]=[CH:8][C:7]([CH:10]=[CH:11][C:12](=[S:14])[NH2:13])=[CH:6][CH:5]=1.[Cl:17][CH2:18][C:19]([CH2:21]Cl)=O. Product: [Cl:17][CH2:18][C:19]1[N:13]=[C:12]([CH:11]=[CH:10][C:7]2[CH:6]=[CH:5][C:4]([O:3][C:2]([F:15])([F:1])[F:16])=[CH:9][CH:8]=2)[S:14][CH:21]=1. The catalyst class is: 8.